Dataset: Full USPTO retrosynthesis dataset with 1.9M reactions from patents (1976-2016). Task: Predict the reactants needed to synthesize the given product. (1) Given the product [CH2:1]([O:3][C:4](=[O:22])[CH2:5][C:6]1[CH:11]=[CH:10][CH:9]=[C:8]([O:12][C:13]2[CH:18]=[CH:17][C:16]([CH3:19])=[CH:15][C:14]=2[CH2:20][Br:24])[CH:7]=1)[CH3:2], predict the reactants needed to synthesize it. The reactants are: [CH2:1]([O:3][C:4](=[O:22])[CH2:5][C:6]1[CH:11]=[CH:10][CH:9]=[C:8]([O:12][C:13]2[CH:18]=[CH:17][C:16]([CH3:19])=[CH:15][C:14]=2[CH2:20]O)[CH:7]=1)[CH3:2].P(Br)(Br)[Br:24]. (2) Given the product [CH3:23][C:4]1[CH:3]=[C:2]([NH:1][C:38]([NH:37][C:33]2[CH:34]=[CH:35][CH:36]=[C:31]([CH3:40])[CH:32]=2)=[O:39])[CH:7]=[CH:6][C:5]=1[CH:8]1[CH2:22][N:12]2[C:13](=[O:21])[NH:14][C:15]3[CH:16]=[CH:17][CH:18]=[CH:19][C:20]=3[C:11]2=[N:10][CH2:9]1, predict the reactants needed to synthesize it. The reactants are: [NH2:1][C:2]1[CH:7]=[CH:6][C:5]([CH:8]2[CH2:22][N:12]3[C:13](=[O:21])[NH:14][C:15]4[CH:16]=[CH:17][CH:18]=[CH:19][C:20]=4[C:11]3=[N:10][CH2:9]2)=[C:4]([CH3:23])[CH:3]=1.C(N(CC)CC)C.[C:31]1([CH3:40])[CH:36]=[CH:35][CH:34]=[C:33]([N:37]=[C:38]=[O:39])[CH:32]=1. (3) Given the product [N:19]1[CH:20]=[CH:21][CH:22]=[CH:23][C:18]=1[O:14][CH:11]1[CH2:12][CH2:13][N:8]([C:6]([O:5][C:1]([CH3:4])([CH3:2])[CH3:3])=[O:7])[CH2:9][CH2:10]1, predict the reactants needed to synthesize it. The reactants are: [C:1]([O:5][C:6]([N:8]1[CH2:13][CH2:12][CH:11]([OH:14])[CH2:10][CH2:9]1)=[O:7])([CH3:4])([CH3:3])[CH3:2].[H-].[Na+].Br[C:18]1[CH:23]=[CH:22][CH:21]=[CH:20][N:19]=1. (4) Given the product [Br:8][C:5]1[CH:6]=[CH:7][C:2]([NH:1][C:9]([O:11][C:12]([CH3:15])([CH3:14])[CH3:13])=[O:10])=[N:3][CH:4]=1, predict the reactants needed to synthesize it. The reactants are: [NH2:1][C:2]1[CH:7]=[CH:6][C:5]([Br:8])=[CH:4][N:3]=1.[C:9](O[C:9]([O:11][C:12]([CH3:15])([CH3:14])[CH3:13])=[O:10])([O:11][C:12]([CH3:15])([CH3:14])[CH3:13])=[O:10]. (5) Given the product [CH3:6][N:4]([CH3:5])/[CH:3]=[CH:25]/[C:24]([C:21]1[CH:22]=[CH:23][C:18]([C:10]2[N:9]=[C:13]3[CH:14]=[CH:15][CH:16]=[CH:17][N:12]3[CH:11]=2)=[CH:19][CH:20]=1)=[O:26], predict the reactants needed to synthesize it. The reactants are: CO[CH:3](OC)[N:4]([CH3:6])[CH3:5].[N:9]1[C:10]([C:18]2[CH:23]=[CH:22][C:21]([C:24](=[O:26])[CH3:25])=[CH:20][CH:19]=2)=[CH:11][N:12]2[CH:17]=[CH:16][CH:15]=[CH:14][C:13]=12. (6) Given the product [F:22][C:23]1[CH:28]=[C:27]([F:29])[CH:26]=[CH:25][C:24]=1[O:30][C:2]1[CH:9]=[CH:8][C:5]([CH:6]=[O:7])=[CH:4][C:3]=1[C:10]1[C:18]2[C:13](=[C:14]([O:19][CH3:20])[N:15]=[CH:16][CH:17]=2)[N:12]([CH3:21])[CH:11]=1, predict the reactants needed to synthesize it. The reactants are: F[C:2]1[CH:9]=[CH:8][C:5]([CH:6]=[O:7])=[CH:4][C:3]=1[C:10]1[C:18]2[C:13](=[C:14]([O:19][CH3:20])[N:15]=[CH:16][CH:17]=2)[N:12]([CH3:21])[CH:11]=1.[F:22][C:23]1[CH:28]=[C:27]([F:29])[CH:26]=[CH:25][C:24]=1[OH:30].C(=O)([O-])[O-].[Cs+].[Cs+].